From a dataset of NCI-60 drug combinations with 297,098 pairs across 59 cell lines. Regression. Given two drug SMILES strings and cell line genomic features, predict the synergy score measuring deviation from expected non-interaction effect. (1) Drug 1: C1=CC(=CC=C1CC(C(=O)O)N)N(CCCl)CCCl.Cl. Drug 2: C1CC(=O)NC(=O)C1N2C(=O)C3=CC=CC=C3C2=O. Cell line: SNB-75. Synergy scores: CSS=7.14, Synergy_ZIP=-0.190, Synergy_Bliss=4.54, Synergy_Loewe=-0.353, Synergy_HSA=1.60. (2) Drug 1: CC1OCC2C(O1)C(C(C(O2)OC3C4COC(=O)C4C(C5=CC6=C(C=C35)OCO6)C7=CC(=C(C(=C7)OC)O)OC)O)O. Drug 2: CCC1(CC2CC(C3=C(CCN(C2)C1)C4=CC=CC=C4N3)(C5=C(C=C6C(=C5)C78CCN9C7C(C=CC9)(C(C(C8N6C=O)(C(=O)OC)O)OC(=O)C)CC)OC)C(=O)OC)O.OS(=O)(=O)O. Cell line: OVCAR3. Synergy scores: CSS=30.4, Synergy_ZIP=0.794, Synergy_Bliss=9.84, Synergy_Loewe=3.02, Synergy_HSA=10.9. (3) Drug 1: COC1=C(C=C2C(=C1)N=CN=C2NC3=CC(=C(C=C3)F)Cl)OCCCN4CCOCC4. Drug 2: CC1=CC2C(CCC3(C2CCC3(C(=O)C)OC(=O)C)C)C4(C1=CC(=O)CC4)C. Cell line: HCT-15. Synergy scores: CSS=42.2, Synergy_ZIP=2.91, Synergy_Bliss=1.59, Synergy_Loewe=-31.2, Synergy_HSA=0.409. (4) Drug 1: CCCCCOC(=O)NC1=NC(=O)N(C=C1F)C2C(C(C(O2)C)O)O. Drug 2: CCC1(C2=C(COC1=O)C(=O)N3CC4=CC5=C(C=CC(=C5CN(C)C)O)N=C4C3=C2)O.Cl. Cell line: TK-10. Synergy scores: CSS=17.9, Synergy_ZIP=-0.496, Synergy_Bliss=-2.29, Synergy_Loewe=-57.2, Synergy_HSA=-1.44.